Dataset: Full USPTO retrosynthesis dataset with 1.9M reactions from patents (1976-2016). Task: Predict the reactants needed to synthesize the given product. (1) Given the product [C:1]([O:4][CH2:5][C@@H:6]1[O:10][C@H:9]([N:11]2[CH:18]=[C:17]([F:19])[C:15]([NH:41][OH:42])=[N:14][C:12]2=[O:13])[CH2:8][C@H:7]1[OH:20])(=[O:3])[CH3:2], predict the reactants needed to synthesize it. The reactants are: [C:1]([O:4][CH2:5][C@@H:6]1[O:10][C@H:9]([N:11]2[CH:18]=[C:17]([F:19])[C:15](=O)[NH:14][C:12]2=[O:13])[CH2:8][C@H:7]1[OH:20])(=[O:3])[CH3:2].C(C1C=C(C(C)C)C=C(C(C)C)C=1S(Cl)(=O)=O)(C)C.Cl.[NH2:41][OH:42]. (2) The reactants are: [NH:1]1[CH2:6][CH2:5][CH2:4][CH2:3][C:2]1=O.C(=O)([O-])[O-:9].[K+].[K+].Br[CH2:15][C:16]([NH:18][C:19]1[CH:24]=[CH:23][C:22]([O:25][C:26]2[CH:31]=[CH:30][CH:29]=[CH:28][CH:27]=2)=[CH:21][CH:20]=1)=[O:17]. Given the product [O:9]=[C:4]1[CH2:5][CH2:6][N:1]([CH2:15][C:16]([NH:18][C:19]2[CH:24]=[CH:23][C:22]([O:25][C:26]3[CH:31]=[CH:30][CH:29]=[CH:28][CH:27]=3)=[CH:21][CH:20]=2)=[O:17])[CH2:2][CH2:3]1, predict the reactants needed to synthesize it. (3) Given the product [ClH:61].[N:1]1([CH2:7][C:8]2[CH:9]=[C:10]([C:14]3[CH:15]=[C:16]4[C:20](=[CH:21][C:22]=3[NH:23][C:24]([C:26]3[N:27]=[C:28]([C:31]5[NH:35][N:34]=[C:33]([C:42]([F:45])([F:43])[F:44])[CH:32]=5)[S:29][CH:30]=3)=[O:25])[NH:19][N:18]=[CH:17]4)[CH:11]=[CH:12][CH:13]=2)[CH2:2][CH2:3][CH2:4][CH2:5][CH2:6]1, predict the reactants needed to synthesize it. The reactants are: [N:1]1([CH2:7][C:8]2[CH:9]=[C:10]([C:14]3[CH:15]=[C:16]4[C:20](=[CH:21][C:22]=3[NH:23][C:24]([C:26]3[N:27]=[C:28]([C:31]5[N:35](C6CCCCO6)[N:34]=[C:33]([C:42]([F:45])([F:44])[F:43])[CH:32]=5)[S:29][CH:30]=3)=[O:25])[N:19](COCC[Si](C)(C)C)[N:18]=[CH:17]4)[CH:11]=[CH:12][CH:13]=2)[CH2:6][CH2:5][CH2:4][CH2:3][CH2:2]1.C(O)(C(F)(F)F)=O.[Cl:61]CCl. (4) Given the product [CH:32]1([NH:28][C:15]([C:14]2[CH:13]=[C:12]([C@@H:10]3[CH2:11][C@H:9]3[NH:8][C:6](=[O:7])[O:5][C:1]([CH3:2])([CH3:3])[CH3:4])[CH:20]=[CH:19][CH:18]=2)=[O:17])[CH2:31][CH2:36][CH2:35][CH2:34]1, predict the reactants needed to synthesize it. The reactants are: [C:1]([O:5][C:6]([NH:8][C@@H:9]1[CH2:11][C@H:10]1[C:12]1[CH:13]=[C:14]([CH:18]=[CH:19][CH:20]=1)[C:15]([OH:17])=O)=[O:7])([CH3:4])([CH3:3])[CH3:2].F[P-](F)(F)(F)(F)F.[N:28]1(OC(N(C)C)=[N+](C)C)[C:32]2N=[CH:34][CH:35]=[CH:36][C:31]=2N=N1.C1(N)CCCC1.C(N(CC)CC)C. (5) Given the product [Br:1][C:2]1[CH:3]=[CH:4][C:5]([F:11])=[C:6]([CH:10]=1)[C:7]([Cl:14])=[O:8], predict the reactants needed to synthesize it. The reactants are: [Br:1][C:2]1[CH:3]=[CH:4][C:5]([F:11])=[C:6]([CH:10]=1)[C:7](O)=[O:8].O=S(Cl)[Cl:14]. (6) Given the product [CH2:1]([O:4][C:5]1[CH:10]=[C:9]([O:11][CH3:12])[C:8]([F:13])=[C:7]([NH:14][C:15]2[CH:20]=[CH:19][C:18]([I:21])=[CH:17][C:16]=2[F:22])[C:6]=1[NH2:23])[CH:2]=[CH2:3], predict the reactants needed to synthesize it. The reactants are: [CH2:1]([O:4][C:5]1[C:6]([N+:23]([O-])=O)=[C:7]([NH:14][C:15]2[CH:20]=[CH:19][C:18]([I:21])=[CH:17][C:16]=2[F:22])[C:8]([F:13])=[C:9]([O:11][CH3:12])[CH:10]=1)[CH:2]=[CH2:3].[O-]S(S([O-])=O)=O.[Na+].[Na+]. (7) Given the product [Cl:18][C:19]1[CH:20]=[C:21]([C:2]2[CH:7]=[CH:6][CH:5]=[CH:4][C:3]=2[C:8]2[CH:13]=[CH:12][C:11]([S:14]([CH3:17])(=[O:16])=[O:15])=[CH:10][CH:9]=2)[CH:22]=[CH:23][C:24]=1[F:25], predict the reactants needed to synthesize it. The reactants are: Br[C:2]1[CH:7]=[CH:6][CH:5]=[CH:4][C:3]=1[C:8]1[CH:13]=[CH:12][C:11]([S:14]([CH3:17])(=[O:16])=[O:15])=[CH:10][CH:9]=1.[Cl:18][C:19]1[CH:20]=[C:21](B(O)O)[CH:22]=[CH:23][C:24]=1[F:25]. (8) Given the product [NH2:33][C:31]1[N:32]=[C:27]([CH2:26][CH2:25][NH:24][C:22]([C:21]2[CH:20]=[CH:19][C:18]([NH:17][C:15]([C:10]3[C:9]([C:6]4[CH:5]=[CH:4][C:3]([C:2]([F:44])([F:1])[F:43])=[CH:8][CH:7]=4)=[CH:14][CH:13]=[CH:12][CH:11]=3)=[O:16])=[CH:42][CH:41]=2)=[O:23])[CH:28]=[CH:29][CH:30]=1, predict the reactants needed to synthesize it. The reactants are: [F:1][C:2]([F:44])([F:43])[C:3]1[CH:8]=[CH:7][C:6]([C:9]2[CH:14]=[CH:13][CH:12]=[CH:11][C:10]=2[C:15]([NH:17][C:18]2[CH:42]=[CH:41][C:21]([C:22]([NH:24][CH2:25][CH2:26][C:27]3[N:32]=[C:31]([NH:33]C(=O)OC(C)(C)C)[CH:30]=[CH:29][CH:28]=3)=[O:23])=[CH:20][CH:19]=2)=[O:16])=[CH:5][CH:4]=1.FC(F)(F)C(O)=O.